From a dataset of Peptide-MHC class II binding affinity with 134,281 pairs from IEDB. Regression. Given a peptide amino acid sequence and an MHC pseudo amino acid sequence, predict their binding affinity value. This is MHC class II binding data. (1) The peptide sequence is SQDLELYWNLNGLQAY. The MHC is DRB1_1302 with pseudo-sequence DRB1_1302. The binding affinity (normalized) is 0.596. (2) The peptide sequence is MYRELLELVAADVES. The MHC is HLA-DQA10201-DQB10202 with pseudo-sequence HLA-DQA10201-DQB10202. The binding affinity (normalized) is 0.447. (3) The peptide sequence is SQLVWMACHSMFE. The MHC is DRB4_0101 with pseudo-sequence DRB4_0103. The binding affinity (normalized) is 0.538. (4) The binding affinity (normalized) is 0.350. The peptide sequence is FSGVAATESAYLAYR. The MHC is HLA-DQA10301-DQB10302 with pseudo-sequence HLA-DQA10301-DQB10302.